From a dataset of Catalyst prediction with 721,799 reactions and 888 catalyst types from USPTO. Predict which catalyst facilitates the given reaction. (1) Reactant: [H-].[Na+].Br[C:4]1[CH:12]=[C:11]([C:13]([OH:15])=[O:14])[C:10](Br)=[CH:9][C:5]=1[C:6]([OH:8])=[O:7].Cl.[C:18]([CH2:22][OH:23])([F:21])([F:20])[F:19]. Product: [F:19][C:18]([F:21])([F:20])[CH2:22][O:23][C:4]1[CH:12]=[C:11]([C:13]([OH:15])=[O:14])[C:10]([O:23][CH2:22][C:18]([F:21])([F:20])[F:19])=[CH:9][C:5]=1[C:6]([OH:8])=[O:7]. The catalyst class is: 1. (2) Reactant: [S:1]1[CH:5]=[CH:4][N:3]=[CH:2]1.C([Li])CCC.[C:11]1(=[O:15])[CH2:14][CH2:13][CH2:12]1. Product: [S:1]1[CH:5]=[CH:4][N:3]=[C:2]1[C:11]1([OH:15])[CH2:14][CH2:13][CH2:12]1. The catalyst class is: 7. (3) Reactant: [Cl:1][C:2]1[CH:3]=[CH:4][C:5]2[N:11]3[C:12]([C:15]([F:18])([F:17])[F:16])=[N:13][N:14]=[C:10]3[CH:9]([CH2:19][CH2:20][C:21]3[O:22][C:23]([CH2:26][CH2:27][C:28]([O:30][CH3:31])=[O:29])=[CH:24][N:25]=3)[S:8][CH:7]([C:32]3[CH:37]=[CH:36][CH:35]=[C:34]([O:38][CH3:39])[C:33]=3[O:40][CH3:41])[C:6]=2[CH:42]=1. Product: [Cl:1][C:2]1[CH:3]=[CH:4][C:5]2[N:11]3[C:12]([C:15]([F:16])([F:17])[F:18])=[N:13][N:14]=[C:10]3[C@@H:9]([CH2:19][CH2:20][C:21]3[O:22][C:23]([CH2:26][CH2:27][C:28]([O:30][CH3:31])=[O:29])=[CH:24][N:25]=3)[S:8][C@H:7]([C:32]3[CH:37]=[CH:36][CH:35]=[C:34]([O:38][CH3:39])[C:33]=3[O:40][CH3:41])[C:6]=2[CH:42]=1. The catalyst class is: 8. (4) Reactant: [C:1]([C:4]1[C:5]([OH:13])=[C:6]([Cl:12])[CH:7]=[C:8]([O:10]C)[CH:9]=1)(=[O:3])[CH3:2]. Product: [C:1]([C:4]1[C:5]([OH:13])=[C:6]([Cl:12])[CH:7]=[C:8]([OH:10])[CH:9]=1)(=[O:3])[CH3:2]. The catalyst class is: 201. (5) Reactant: [Cl:1][C:2]1[CH:7]=[CH:6][C:5]([S:8]([C:11]2([C:27]3[CH:32]=[C:31]([F:33])[CH:30]=[CH:29][C:28]=3[F:34])[CH2:16][CH2:15][CH:14]([CH2:17][C:18]([C:20]3[CH:25]=[CH:24][CH:23]=[CH:22][C:21]=3[OH:26])=[O:19])[CH2:13][CH2:12]2)(=[O:10])=[O:9])=[CH:4][CH:3]=1.Br[CH2:36][C:37]([O:39][CH3:40])=[O:38].C(=O)([O-])[O-].[K+].[K+]. The catalyst class is: 21. Product: [CH3:40][O:39][C:37](=[O:38])[CH2:36][O:26][C:21]1[CH:22]=[CH:23][CH:24]=[CH:25][C:20]=1[C:18](=[O:19])[CH2:17][CH:14]1[CH2:13][CH2:12][C:11]([S:8]([C:5]2[CH:6]=[CH:7][C:2]([Cl:1])=[CH:3][CH:4]=2)(=[O:10])=[O:9])([C:27]2[CH:32]=[C:31]([F:33])[CH:30]=[CH:29][C:28]=2[F:34])[CH2:16][CH2:15]1.